From a dataset of Reaction yield outcomes from USPTO patents with 853,638 reactions. Predict the reaction yield, written as a fraction of the theoretical maximum amount of product (1.0 means a 100% yield; for example, 0.34 means a 34% yield). (1) The reactants are [NH2:1][N:2]1[C:7](=[O:8])[C:6]([C:9]2[NH:14][C:13]3[CH:15]=[CH:16][CH:17]=[CH:18][C:12]=3[S:11](=[O:20])(=[O:19])[N:10]=2)=[C:5]([OH:21])[C:4]2[S:22][CH:23]=[CH:24][C:3]1=2.[CH3:25][C:26]1[CH:33]=[CH:32][C:29]([CH:30]=O)=[CH:28][CH:27]=1. The catalyst is CN(C)C(=O)C. The product is [O:19]=[S:11]1(=[O:20])[C:12]2[CH:18]=[CH:17][CH:16]=[CH:15][C:13]=2[NH:14][C:9]([C:6]2[C:7](=[O:8])[N:2]([N:1]=[CH:25][C:26]3[CH:33]=[CH:32][C:29]([CH3:30])=[CH:28][CH:27]=3)[C:3]3[CH:24]=[CH:23][S:22][C:4]=3[C:5]=2[OH:21])=[N:10]1. The yield is 0.810. (2) The reactants are I[C:2]1[N:10]=[CH:9][C:8]2[N:7]([CH2:11][O:12][CH2:13][CH2:14][Si:15]([CH3:18])([CH3:17])[CH3:16])[C:6]3[N:19]=[CH:20][C:21]([C:23]4[CH:24]=[N:25][N:26]([CH3:28])[CH:27]=4)=[CH:22][C:5]=3[C:4]=2[CH:3]=1.[Cl:29][C:30]1[CH:35]=[CH:34][N:33]=[CH:32][C:31]=1B1OC(C)(C)C(C)(C)O1. The catalyst is C(=O)([O-])[O-].[Na+].[Na+].C(#N)C.O. The product is [Cl:29][C:30]1[CH:35]=[CH:34][N:33]=[CH:32][C:31]=1[C:2]1[N:10]=[CH:9][C:8]2[N:7]([CH2:11][O:12][CH2:13][CH2:14][Si:15]([CH3:16])([CH3:17])[CH3:18])[C:6]3[N:19]=[CH:20][C:21]([C:23]4[CH:24]=[N:25][N:26]([CH3:28])[CH:27]=4)=[CH:22][C:5]=3[C:4]=2[CH:3]=1. The yield is 0.660. (3) The reactants are [Cl:1][C:2]1[N:7]=[CH:6][N+:5]([O-])=[C:4]2[CH2:9][CH2:10][C@@H:11]([CH3:12])[C:3]=12.[C:13]([O:16]C(=O)C)(=[O:15])[CH3:14]. No catalyst specified. The product is [C:13]([O:16][CH:9]1[C:4]2[N:5]=[CH:6][N:7]=[C:2]([Cl:1])[C:3]=2[C@H:11]([CH3:12])[CH2:10]1)(=[O:15])[CH3:14]. The yield is 0.700.